From a dataset of Full USPTO retrosynthesis dataset with 1.9M reactions from patents (1976-2016). Predict the reactants needed to synthesize the given product. (1) Given the product [O:8]1[CH2:9][CH2:10][CH2:11][CH2:12][CH:7]1[O:6][CH2:5][C:4]#[N+:1][O-:2], predict the reactants needed to synthesize it. The reactants are: [N+:1]([CH2:4][CH2:5][O:6][CH:7]1[CH2:12][CH2:11][CH2:10][CH2:9][O:8]1)([O-])=[O:2].C1(N=C=O)C=CC=CC=1.C(N(CC)CC)C. (2) Given the product [C:1]([C:5]1[CH:10]=[CH:9][CH:8]=[CH:7][C:6]=1[N:11]1[CH2:16][CH2:15][N:14]([C:17]([N:25]2[CH2:30][CH2:29][CH:28]([OH:31])[CH2:27][CH2:26]2)=[O:18])[CH2:13][CH2:12]1)([CH3:4])([CH3:2])[CH3:3], predict the reactants needed to synthesize it. The reactants are: [C:1]([C:5]1[CH:10]=[CH:9][CH:8]=[CH:7][C:6]=1[N:11]1[CH2:16][CH2:15][N:14]([C:17](OCC(Cl)(Cl)Cl)=[O:18])[CH2:13][CH2:12]1)([CH3:4])([CH3:3])[CH3:2].[NH:25]1[CH2:30][CH2:29][CH:28]([OH:31])[CH2:27][CH2:26]1.C(N(C(C)C)C(C)C)C.C([O-])(O)=O.[Na+]. (3) Given the product [F:13][C:10]([F:11])([F:12])[C:8]1[CH:9]=[C:4]2[C:5]([CH:14]=[CH:15][NH:16]2)=[CH:6][CH:7]=1, predict the reactants needed to synthesize it. The reactants are: [N+]([C:4]1[CH:9]=[C:8]([C:10]([F:13])([F:12])[F:11])[CH:7]=[CH:6][C:5]=1[CH2:14][C:15]#[N:16])([O-])=O.O.C(O)(=O)C. (4) Given the product [Cl:11][C:10]1[CH:9]=[C:8]2[C:4]([CH:5]=[CH:6][NH:7]2)=[CH:3][C:2]=1[C:24]1[CH:25]=[CH:26][C:21]([O:20][CH2:18][CH3:19])=[CH:22][CH:23]=1, predict the reactants needed to synthesize it. The reactants are: Br[C:2]1[CH:3]=[C:4]2[C:8](=[CH:9][C:10]=1[Cl:11])[NH:7][CH:6]=[CH:5]2.C(=O)([O-])[O-].[Na+].[Na+].[CH2:18]([O:20][C:21]1[CH:26]=[CH:25][C:24](B(O)O)=[CH:23][CH:22]=1)[CH3:19].N#N. (5) Given the product [Cl:31][C:28]1[CH:29]=[CH:30][C:25]([CH:10]2[C:5]3[N:6]([CH:7]([CH3:9])[CH3:8])[C:2]([C:35]4[CH2:36][CH2:37][O:32][CH2:33][CH:34]=4)=[N:3][C:4]=3[C:12](=[O:13])[N:11]2[C:14]2[N:19]=[C:18]3[N:20]([CH3:23])[N:21]=[N:22][C:17]3=[C:16]([CH3:24])[CH:15]=2)=[CH:26][CH:27]=1, predict the reactants needed to synthesize it. The reactants are: Br[C:2]1[N:6]([CH:7]([CH3:9])[CH3:8])[C:5]2[CH:10]([C:25]3[CH:30]=[CH:29][C:28]([Cl:31])=[CH:27][CH:26]=3)[N:11]([C:14]3[N:19]=[C:18]4[N:20]([CH3:23])[N:21]=[N:22][C:17]4=[C:16]([CH3:24])[CH:15]=3)[C:12](=[O:13])[C:4]=2[N:3]=1.[O:32]1[CH2:37][CH:36]=[C:35](B2OC(C)(C)C(C)(C)O2)[CH2:34][CH2:33]1. (6) Given the product [CH3:10][C:2]([NH:11][C:12](=[O:17])[C:13]([F:16])([F:14])[F:15])([CH3:1])[CH2:3][C:4]1[CH:9]=[CH:8][C:7]([S:19]([Cl:18])(=[O:21])=[O:20])=[CH:6][CH:5]=1, predict the reactants needed to synthesize it. The reactants are: [CH3:1][C:2]([NH:11][C:12](=[O:17])[C:13]([F:16])([F:15])[F:14])([CH3:10])[CH2:3][C:4]1[CH:9]=[CH:8][CH:7]=[CH:6][CH:5]=1.[Cl:18][S:19](O)(=[O:21])=[O:20].O.